From a dataset of Forward reaction prediction with 1.9M reactions from USPTO patents (1976-2016). Predict the product of the given reaction. Given the reactants [Br:1][C:2]1[C:11]2[C:6](=[CH:7][CH:8]=[CH:9][CH:10]=2)[C:5]([NH:12][CH2:13][C:14]([F:17])([F:16])[F:15])=[CH:4][CH:3]=1.[BH3-]C#N.[Na+].O.[F:23][C:24]([F:28])([F:27])[CH:25]=O.C([O-])(O)=O.[Na+], predict the reaction product. The product is: [Br:1][C:2]1[C:11]2[C:6](=[CH:7][CH:8]=[CH:9][CH:10]=2)[C:5]([N:12]([CH2:25][C:24]([F:28])([F:27])[F:23])[CH2:13][C:14]([F:15])([F:16])[F:17])=[CH:4][CH:3]=1.